The task is: Predict the reaction yield, written as a fraction of the theoretical maximum amount of product (1.0 means a 100% yield; for example, 0.34 means a 34% yield).. This data is from Reaction yield outcomes from USPTO patents with 853,638 reactions. (1) The reactants are [H-].[Na+].[F:3][C:4]1[CH:9]=[CH:8][C:7]([NH:10][C:11](=[O:13])[CH3:12])=[CH:6][C:5]=1[N+:14]([O-:16])=[O:15].I[CH3:18]. The catalyst is C1COCC1. The product is [F:3][C:4]1[CH:9]=[CH:8][C:7]([N:10]([CH3:18])[C:11](=[O:13])[CH3:12])=[CH:6][C:5]=1[N+:14]([O-:16])=[O:15]. The yield is 0.880. (2) The reactants are [CH:1]([NH:4][C:5]1[N:10]=[C:9]([C:11](=O)[C:12]([C:14]2[CH:19]=[CH:18][C:17]([F:20])=[CH:16][CH:15]=2)=O)[CH:8]=[CH:7][N:6]=1)([CH3:3])[CH3:2].[CH2:22]1[N:27]2CN3CN(C2)C[N:23]1C3.[O-]S([O-])(=O)=O.[Na+].[Na+].[CH3:39]C(O)=O. The yield is 0.520. No catalyst specified. The product is [C:1]([NH:4][C:5]1[N:10]=[C:9]([C:11]2[N:23]=[CH:22][NH:27][C:12]=2[C:14]2[CH:19]=[CH:18][C:17]([F:20])=[CH:16][CH:15]=2)[CH:8]=[CH:7][N:6]=1)([CH3:39])([CH3:3])[CH3:2]. (3) The product is [NH2:20][CH2:19][CH:13]1[CH:12]2[CH2:15][CH2:16][N:9]([CH2:10][CH2:11]2)[CH:8]1[CH2:7][C:3]1[CH:2]=[N:1][CH:6]=[CH:5][CH:4]=1. The catalyst is [Cl-].[Zn+2].[Cl-].CO. The reactants are [N:1]1[CH:6]=[CH:5][CH:4]=[C:3]([CH2:7][CH:8]2[C:13](=O)[CH:12]3[CH2:15][CH2:16][N:9]2[CH2:10][CH2:11]3)[CH:2]=1.CN.[C:19]([BH3-])#[N:20].[Na+].[OH-].[K+]. The yield is 0.830. (4) The reactants are Br[CH2:2][C:3]1[CH:4]=[CH:5][C:6]([F:9])=[N:7][CH:8]=1.[NH:10]1[CH2:15][CH2:14][O:13][CH2:12][CH2:11]1.C(N(CC)CC)C. The catalyst is C1COCC1. The product is [F:9][C:6]1[N:7]=[CH:8][C:3]([CH2:2][N:10]2[CH2:15][CH2:14][O:13][CH2:12][CH2:11]2)=[CH:4][CH:5]=1. The yield is 0.587.